Dataset: Reaction yield outcomes from USPTO patents with 853,638 reactions. Task: Predict the reaction yield, written as a fraction of the theoretical maximum amount of product (1.0 means a 100% yield; for example, 0.34 means a 34% yield). (1) The reactants are [Cl:1][C:2]1[C:3]([C:8](Cl)=[O:9])=[N:4][CH:5]=[CH:6][N:7]=1.CN.[CH2:13]([N:15](CC)CC)C. The catalyst is C1COCC1. The product is [CH3:13][NH:15][C:8]([C:3]1[C:2]([Cl:1])=[N:7][CH:6]=[CH:5][N:4]=1)=[O:9]. The yield is 1.00. (2) The reactants are [C:1]([O:4][CH2:5][C@@H:6]1[C@@H:13]2[C@@H:9]([O:10][C:11]([CH3:15])([CH3:14])[O:12]2)[C@H:8]([N:16]2[CH:24]=[N:23][C:22]3[C:17]2=[N:18][CH:19]=[N:20][C:21]=3Cl)[CH2:7]1)(=[O:3])[CH3:2].[Br-].[CH2:27]([Zn+])[CH:28]([CH3:30])[CH3:29]. The catalyst is C1COCC1.C1C=CC([P]([Pd]([P](C2C=CC=CC=2)(C2C=CC=CC=2)C2C=CC=CC=2)([P](C2C=CC=CC=2)(C2C=CC=CC=2)C2C=CC=CC=2)[P](C2C=CC=CC=2)(C2C=CC=CC=2)C2C=CC=CC=2)(C2C=CC=CC=2)C2C=CC=CC=2)=CC=1. The product is [C:1]([O:4][CH2:5][C@@H:6]1[C@@H:13]2[C@@H:9]([O:10][C:11]([CH3:15])([CH3:14])[O:12]2)[C@H:8]([N:16]2[CH:24]=[N:23][C:22]3[C:17]2=[N:18][CH:19]=[N:20][C:21]=3[CH2:27][CH:28]([CH3:30])[CH3:29])[CH2:7]1)(=[O:3])[CH3:2]. The yield is 0.450. (3) The reactants are [Br:1][C:2]1[CH:7]=[C:6]([Cl:8])[CH:5]=[C:4]([CH2:9][CH2:10]O)[C:3]=1[OH:12].ClCCl.CS(Cl)(=O)=O. The catalyst is C(N(CC)CC)C. The product is [Br:1][C:2]1[C:3]2[O:12][CH2:10][CH2:9][C:4]=2[CH:5]=[C:6]([Cl:8])[CH:7]=1. The yield is 0.400. (4) The reactants are [CH3:1][C:2]1[O:3][CH:4]=[CH:5][C:6]=1[CH3:7].[CH2:8](Br)[C:9]1[CH:14]=[CH:13][CH:12]=[CH:11][CH:10]=1. The catalyst is C1COCC1. The product is [CH2:8]([C:4]1[O:3][C:2]([CH3:1])=[C:6]([CH3:7])[CH:5]=1)[C:9]1[CH:14]=[CH:13][CH:12]=[CH:11][CH:10]=1. The yield is 0.780. (5) The reactants are [C:1]([O:5][C:6]([NH:8][C:9]([NH:18][CH2:19][CH2:20][CH2:21][CH2:22][C@@H:23]([NH:44][C:45]([O:47][C:48]([CH3:51])([CH3:50])[CH3:49])=[O:46])[C:24](=[O:43])[NH:25][CH2:26][CH2:27][CH2:28][CH2:29][C@@H:30]([NH:35][C:36]([O:38][C:39]([CH3:42])([CH3:41])[CH3:40])=[O:37])[C:31]([O:33]C)=[O:32])=[N:10][C:11](=[O:17])[O:12][C:13]([CH3:16])([CH3:15])[CH3:14])=[O:7])([CH3:4])([CH3:3])[CH3:2].[OH-].[Na+]. The catalyst is CO.C1COCC1.O. The product is [C:13]([O:12][C:11]([NH:10][C:9]([NH:18][CH2:19][CH2:20][CH2:21][CH2:22][C@@H:23]([NH:44][C:45]([O:47][C:48]([CH3:51])([CH3:50])[CH3:49])=[O:46])[C:24](=[O:43])[NH:25][CH2:26][CH2:27][CH2:28][CH2:29][C@@H:30]([NH:35][C:36]([O:38][C:39]([CH3:42])([CH3:41])[CH3:40])=[O:37])[C:31]([OH:33])=[O:32])=[N:8][C:6](=[O:7])[O:5][C:1]([CH3:4])([CH3:3])[CH3:2])=[O:17])([CH3:14])([CH3:15])[CH3:16]. The yield is 0.860. (6) The reactants are [CH3:1][N:2]1[C:10]2[C:5](=[C:6]([O:11][CH3:12])[CH:7]=[CH:8][CH:9]=2)[C:4]([CH:13]=O)=[CH:3]1.[CH3:15][N:16]1C2C(=CC=CC=2)C(C)=C1C=O. The product is [CH3:12][O:11][C:6]1[CH:7]=[CH:8][CH:9]=[C:10]2[C:5]=1[C:4]([CH2:13][NH:16][CH3:15])=[CH:3][N:2]2[CH3:1]. No catalyst specified. The yield is 0.950.